From a dataset of Reaction yield outcomes from USPTO patents with 853,638 reactions. Predict the reaction yield, written as a fraction of the theoretical maximum amount of product (1.0 means a 100% yield; for example, 0.34 means a 34% yield). (1) The reactants are O1CCCC1.Br[C:7]1[CH:8]=[N:9][CH:10]=[C:11]([Br:13])[CH:12]=1.C([Mg]Cl)(C)C.[CH2:19]([O:21][C:22]1[CH:29]=[CH:28][C:25]([CH:26]=[O:27])=[CH:24][CH:23]=1)[CH3:20]. The yield is 0.770. The product is [Br:13][C:11]1[CH:12]=[C:7]([CH:26]([C:25]2[CH:28]=[CH:29][C:22]([O:21][CH2:19][CH3:20])=[CH:23][CH:24]=2)[OH:27])[CH:8]=[N:9][CH:10]=1. The catalyst is O. (2) The reactants are [C:1]([O-:4])([O-])=O.[Cs+].[Cs+].F[C:8]1[CH:23]=[CH:22][C:21]([Cl:24])=[CH:20][C:9]=1[C:10]([NH:12][C:13]1[CH:18]=[CH:17][NH:16][C:15](=[O:19])[CH:14]=1)=[O:11].[F:25][C:26]1[CH:31]=[CH:30][C:29]([OH:32])=[CH:28][C:27]=1OC. The catalyst is CN(C=O)C. The product is [Cl:24][C:21]1[CH:22]=[CH:23][C:8]([O:32][C:29]2[CH:30]=[CH:31][C:26]([F:25])=[CH:27][C:28]=2[O:4][CH3:1])=[C:9]([CH:20]=1)[C:10]([NH:12][C:13]1[CH:18]=[CH:17][NH:16][C:15](=[O:19])[CH:14]=1)=[O:11]. The yield is 0.300. (3) The reactants are [Si:1]([O:8][CH2:9][C:10]1[N:11]([CH3:28])[C:12]2[C:17]([CH:18]=1)=[CH:16][C:15]([C:19](=[N:23]C(C)(C)C)[CH2:20][CH2:21][CH3:22])=[CH:14][CH:13]=2)([C:4]([CH3:7])([CH3:6])[CH3:5])([CH3:3])[CH3:2].[CH:29]([C:38](OC)=[O:39])([C:34](OC)=[O:35])[C:30]([O:32][CH3:33])=[O:31]. The catalyst is O(C1C=CC=CC=1)C1C=CC=CC=1. The product is [Si:1]([O:8][CH2:9][C:10]1[N:11]([CH3:28])[C:12]2[C:17]([CH:18]=1)=[CH:16][C:15]([C:19]1[NH:23][C:34](=[O:35])[C:29]([C:30]([O:32][CH3:33])=[O:31])=[C:38]([OH:39])[C:20]=1[CH2:21][CH3:22])=[CH:14][CH:13]=2)([C:4]([CH3:5])([CH3:7])[CH3:6])([CH3:2])[CH3:3]. The yield is 0.210. (4) The reactants are Cl[C:2]1[C:7]([NH2:8])=[C:6]([Cl:9])[N:5]=[CH:4][N:3]=1.[C:10]([N:17]1[CH2:22][CH2:21][NH:20][CH2:19][CH2:18]1)([O:12][C:13]([CH3:16])([CH3:15])[CH3:14])=[O:11]. The catalyst is C1(C)C=CC=CC=1. The product is [C:13]([O:12][C:10]([N:17]1[CH2:22][CH2:21][N:20]([C:2]2[C:7]([NH2:8])=[C:6]([Cl:9])[N:5]=[CH:4][N:3]=2)[CH2:19][CH2:18]1)=[O:11])([CH3:16])([CH3:14])[CH3:15]. The yield is 0.990.